Dataset: Forward reaction prediction with 1.9M reactions from USPTO patents (1976-2016). Task: Predict the product of the given reaction. (1) Given the reactants ClC1C(CCCl)=C(C2C=CC=C(OC)C=2)N=C(N2CCOCC2)N=1.CN(C)C1C=CC(N)=CC=1.C[O:36][C:37]1[CH:38]=[C:39]([C:43]2[C:44]3[CH2:57][CH2:56][N:55]([C:58]4[CH:63]=[CH:62][C:61]([N:64]([CH3:66])[CH3:65])=[CH:60][CH:59]=4)[C:45]=3[N:46]=[C:47]([N:49]3[CH2:54][CH2:53][O:52][CH2:51][CH2:50]3)[N:48]=2)[CH:40]=[CH:41][CH:42]=1, predict the reaction product. The product is: [CH3:65][N:64]([CH3:66])[C:61]1[CH:60]=[CH:59][C:58]([N:55]2[C:45]3[N:46]=[C:47]([N:49]4[CH2:50][CH2:51][O:52][CH2:53][CH2:54]4)[N:48]=[C:43]([C:39]4[CH:38]=[C:37]([OH:36])[CH:42]=[CH:41][CH:40]=4)[C:44]=3[CH2:57][CH2:56]2)=[CH:63][CH:62]=1. (2) Given the reactants [CH2:1]([Li])CCC.C1COCC1.[I-].C[P+](C1C=CC=CC=1)(C1C=CC=CC=1)C1C=CC=CC=1.[F:32][C:33]1[C:45]([CH:46]=O)=[C:44]([F:48])[CH:43]=[CH:42][C:34]=1[C:35]([O:37][C:38]([CH3:41])([CH3:40])[CH3:39])=[O:36].[Cl-].[NH4+], predict the reaction product. The product is: [F:32][C:33]1[C:45]([CH:46]=[CH2:1])=[C:44]([F:48])[CH:43]=[CH:42][C:34]=1[C:35]([O:37][C:38]([CH3:41])([CH3:40])[CH3:39])=[O:36]. (3) Given the reactants Br[C:2]1[CH:7]=[CH:6][C:5]([N:8]2[C:12]([CH2:13][C@@H:14]3[CH2:18][CH2:17][N:16]([C:19]([CH:21]4[CH2:23][CH2:22]4)=[O:20])[CH2:15]3)=[N:11][NH:10][C:9]2=[O:24])=[C:4]([CH3:25])[CH:3]=1.CC1(C)C(C)(C)OB([C:34]2[CH:35]=[C:36]3[C:40](=[CH:41][CH:42]=2)[NH:39][CH:38]=[CH:37]3)O1.C([O-])([O-])=O.[K+].[K+].O1CCOCC1, predict the reaction product. The product is: [CH:21]1([C:19]([N:16]2[CH2:17][CH2:18][C@@H:14]([CH2:13][C:12]3[N:8]([C:5]4[CH:6]=[CH:7][C:2]([C:34]5[CH:35]=[C:36]6[C:40](=[CH:41][CH:42]=5)[NH:39][CH:38]=[CH:37]6)=[CH:3][C:4]=4[CH3:25])[C:9](=[O:24])[NH:10][N:11]=3)[CH2:15]2)=[O:20])[CH2:23][CH2:22]1. (4) Given the reactants S(Cl)([Cl:3])=O.O[CH2:6][C@@H:7]1[C@@H:11]([CH3:12])[O:10][C:9](=[O:13])[NH:8]1, predict the reaction product. The product is: [Cl:3][CH2:6][C@@H:7]1[C@@H:11]([CH3:12])[O:10][C:9](=[O:13])[NH:8]1. (5) The product is: [CH3:1][O:2][C:3]1[CH:4]=[C:5]([CH:34]=[CH:35][C:36]=1[C:37]([CH3:40])([CH3:39])[CH3:38])[C:6]([N:8]1[C@@H:12]([C:13]2[S:14][CH:15]=[CH:16][N:17]=2)[C@@H:11]([CH2:18][O:19][CH3:20])[CH2:10][C@@:9]1([CH2:28][C:29]1[CH:33]=[CH:32][S:31][N:30]=1)[C:21]([OH:23])=[O:22])=[O:7]. Given the reactants [CH3:1][O:2][C:3]1[CH:4]=[C:5]([CH:34]=[CH:35][C:36]=1[C:37]([CH3:40])([CH3:39])[CH3:38])[C:6]([N:8]1[C@@H:12]([C:13]2[S:14][CH:15]=[CH:16][N:17]=2)[C@@H:11]([CH2:18][O:19][CH3:20])[CH2:10][C@@:9]1([CH2:28][C:29]1[CH:33]=[CH:32][S:31][N:30]=1)[C:21]([O:23]C(C)(C)C)=[O:22])=[O:7], predict the reaction product.